From a dataset of Forward reaction prediction with 1.9M reactions from USPTO patents (1976-2016). Predict the product of the given reaction. Given the reactants [CH2:1]([N:8]1[CH2:13][CH2:12][CH:11]([C:14]([O:16][CH2:17][CH3:18])=[O:15])[CH:10]([OH:19])[CH2:9]1)[C:2]1[CH:7]=[CH:6][CH:5]=[CH:4][CH:3]=1.N1C=CN=C1.[Si:25](Cl)([C:38]([CH3:41])([CH3:40])[CH3:39])([C:32]1[CH:37]=[CH:36][CH:35]=[CH:34][CH:33]=1)[C:26]1[CH:31]=[CH:30][CH:29]=[CH:28][CH:27]=1, predict the reaction product. The product is: [CH2:1]([N:8]1[CH2:13][CH2:12][C@@H:11]([C:14]([O:16][CH2:17][CH3:18])=[O:15])[C@H:10]([O:19][Si:25]([C:38]([CH3:41])([CH3:40])[CH3:39])([C:32]2[CH:33]=[CH:34][CH:35]=[CH:36][CH:37]=2)[C:26]2[CH:31]=[CH:30][CH:29]=[CH:28][CH:27]=2)[CH2:9]1)[C:2]1[CH:3]=[CH:4][CH:5]=[CH:6][CH:7]=1.